Task: Predict the reaction yield, written as a fraction of the theoretical maximum amount of product (1.0 means a 100% yield; for example, 0.34 means a 34% yield).. Dataset: Reaction yield outcomes from USPTO patents with 853,638 reactions (1) The reactants are [CH:1]([N:4]1[C:8]2[CH:9]=[CH:10][C:11]([NH2:13])=[CH:12][C:7]=2[N:6]=[CH:5]1)([CH3:3])[CH3:2].[Br:14]Br.N.CO.C(Cl)Cl. The catalyst is CC(O)=O. The product is [CH:1]([N:4]1[C:8]2[CH:9]=[CH:10][C:11]([NH2:13])=[C:12]([Br:14])[C:7]=2[N:6]=[CH:5]1)([CH3:3])[CH3:2]. The yield is 0.350. (2) The reactants are [F:1][C:2]([F:8])([F:7])[CH:3]([OH:6])[CH2:4][CH3:5].Cl[C:10]1[N:11]=[C:12]([OH:26])[C:13]2[CH:19]=[CH:18][N:17]=[C:16]([C:20]3[N:21]=[CH:22][N:23]([CH3:25])[CH:24]=3)[C:14]=2[N:15]=1. No catalyst specified. The product is [CH3:25][N:23]1[CH:24]=[C:20]([C:16]2[C:14]3[N:15]=[C:10]([O:6][CH:3]([CH2:4][CH3:5])[C:2]([F:8])([F:7])[F:1])[N:11]=[C:12]([OH:26])[C:13]=3[CH:19]=[CH:18][N:17]=2)[N:21]=[CH:22]1. The yield is 0.140. (3) The reactants are [N+:1]([C:4]1[CH:5]=[N:6][CH:7]=[CH:8][C:9]=1[N:10]1[CH2:15][C@H:14]([C:16]([F:19])([F:18])[F:17])[CH2:13][C@H:12]([NH:20][C:21](=[O:27])[O:22][C:23]([CH3:26])([CH3:25])[CH3:24])[CH2:11]1)([O-])=O.CC(O)=O. The catalyst is [Fe].O. The product is [NH2:1][C:4]1[CH:5]=[N:6][CH:7]=[CH:8][C:9]=1[N:10]1[CH2:15][C@H:14]([C:16]([F:17])([F:19])[F:18])[CH2:13][C@H:12]([NH:20][C:21](=[O:27])[O:22][C:23]([CH3:25])([CH3:24])[CH3:26])[CH2:11]1. The yield is 1.00. (4) The reactants are [CH3:1][Si:2]([C:5]#[CH:6])([CH3:4])[CH3:3].C([Li])CCC.[CH2:12]([O:14][C:15](=[O:27])[CH2:16][O:17][C:18]1[CH:23]=[CH:22][C:21]([Br:24])=[CH:20][C:19]=1[CH:25]=[O:26])[CH3:13].[NH4+].[Cl-]. The catalyst is C1COCC1.CCOCC. The product is [CH2:12]([O:14][C:15](=[O:27])[CH2:16][O:17][C:18]1[CH:23]=[CH:22][C:21]([Br:24])=[CH:20][C:19]=1[CH:25]([OH:26])[C:6]#[C:5][Si:2]([CH3:4])([CH3:3])[CH3:1])[CH3:13]. The yield is 0.540. (5) The reactants are [N:1]([C@@H:4]1[CH2:9][C@@H:8]([CH2:10][CH2:11][CH2:12][CH:13]=[CH2:14])[O:7][C@:6]([C@@H:17]2[CH2:21][S:20][C:19](=[O:22])[N:18]2[CH2:23][C:24]2[CH:29]=[CH:28][C:27]([O:30][CH3:31])=[CH:26][CH:25]=2)([O:15][CH3:16])[CH2:5]1)=[N+]=[N-].[NH4+].[Cl-]. The catalyst is C(O)C.O.C(OCC)(=O)C.[Zn]. The product is [NH2:1][C@@H:4]1[CH2:9][C@@H:8]([CH2:10][CH2:11][CH2:12][CH:13]=[CH2:14])[O:7][C@:6]([C@@H:17]2[CH2:21][S:20][C:19](=[O:22])[N:18]2[CH2:23][C:24]2[CH:29]=[CH:28][C:27]([O:30][CH3:31])=[CH:26][CH:25]=2)([O:15][CH3:16])[CH2:5]1. The yield is 0.750. (6) The reactants are [CH3:1][O:2][C:3]1[CH:4]=[C:5]2[C:10](=[CH:11][C:12]=1[O:13][CH3:14])[N:9]=[CH:8][N:7]=[C:6]2O.P(Cl)(Cl)([Cl:18])=O.C(NC(C)C)(C)C. The product is [Cl:18][C:6]1[C:5]2[C:10](=[CH:11][C:12]([O:13][CH3:14])=[C:3]([O:2][CH3:1])[CH:4]=2)[N:9]=[CH:8][N:7]=1. The catalyst is ClCCCl. The yield is 0.889.